This data is from Full USPTO retrosynthesis dataset with 1.9M reactions from patents (1976-2016). The task is: Predict the reactants needed to synthesize the given product. (1) Given the product [CH2:27]([N:34]1[CH2:39][CH2:38][N:37]([C:24]([C:16]2[N:15]=[CH:14][N:13]([C:9]3[CH:10]=[CH:11][CH:12]=[C:7]([N:4]4[CH2:5][CH2:6][O:1][CH2:2][CH2:3]4)[CH:8]=3)[C:17]=2[C:18]2[CH:23]=[CH:22][CH:21]=[CH:20][CH:19]=2)=[O:26])[C@H:36]([CH2:40][C:41]2[CH:42]=[CH:43][C:44]([C:45]([O:47][CH2:48][CH3:49])=[O:46])=[CH:50][CH:51]=2)[CH2:35]1)[C:28]1[CH:29]=[CH:30][CH:31]=[CH:32][CH:33]=1, predict the reactants needed to synthesize it. The reactants are: [O:1]1[CH2:6][CH2:5][N:4]([C:7]2[CH:8]=[C:9]([N:13]3[C:17]([C:18]4[CH:23]=[CH:22][CH:21]=[CH:20][CH:19]=4)=[C:16]([C:24]([OH:26])=O)[N:15]=[CH:14]3)[CH:10]=[CH:11][CH:12]=2)[CH2:3][CH2:2]1.[CH2:27]([N:34]1[CH2:39][CH2:38][NH:37][C@H:36]([CH2:40][C:41]2[CH:51]=[CH:50][C:44]([C:45]([O:47][CH2:48][CH3:49])=[O:46])=[CH:43][CH:42]=2)[CH2:35]1)[C:28]1[CH:33]=[CH:32][CH:31]=[CH:30][CH:29]=1.CCN=C=NCCCN(C)C.Cl.C1C=CC2N(O)N=NC=2C=1.C(=O)(O)[O-].[Na+]. (2) Given the product [OH:11][N:9]1[CH:10]=[C:6]([C:4]([OH:5])=[O:3])[N:7]=[N:8]1, predict the reactants needed to synthesize it. The reactants are: C([O:3][C:4]([C:6]1[N:7]=[N:8][N:9]([OH:11])[CH:10]=1)=[O:5])C.CCO.O.[OH-].[Li+]. (3) Given the product [Cl:1][C:2]1[C:3]([CH3:14])=[C:4]([C:8]([F:13])([F:12])[C:9]([NH:21][CH2:22][C:23]2[CH:24]=[C:25]3[C:29](=[CH:30][CH:31]=2)[C:28](=[O:32])[N:27]([CH:33]2[CH2:38][CH2:37][C:36](=[O:39])[NH:35][C:34]2=[O:40])[CH2:26]3)=[O:11])[CH:5]=[CH:6][CH:7]=1, predict the reactants needed to synthesize it. The reactants are: [Cl:1][C:2]1[C:3]([CH3:14])=[C:4]([C:8]([F:13])([F:12])[C:9]([OH:11])=O)[CH:5]=[CH:6][CH:7]=1.P(Cl)(Cl)(Cl)=O.Cl.[NH2:21][CH2:22][C:23]1[CH:24]=[C:25]2[C:29](=[CH:30][CH:31]=1)[C:28](=[O:32])[N:27]([CH:33]1[CH2:38][CH2:37][C:36](=[O:39])[NH:35][C:34]1=[O:40])[CH2:26]2.C(=O)(O)[O-].[Na+]. (4) Given the product [Cl:1][C:2]1[CH:10]=[C:9]2[C:5]([C:6]([C:11]([OH:13])=[O:12])=[CH:7][NH:8]2)=[CH:4][C:3]=1[C:15]1[CH:16]=[CH:17][C:18]([CH:21]2[CH2:26][CH2:25][O:24][CH2:23][CH2:22]2)=[CH:19][CH:20]=1, predict the reactants needed to synthesize it. The reactants are: [Cl:1][C:2]1[CH:10]=[C:9]2[C:5]([C:6]([C:11]([O:13]C)=[O:12])=[CH:7][NH:8]2)=[CH:4][C:3]=1[C:15]1[CH:20]=[CH:19][C:18]([CH:21]2[CH2:26][CH2:25][O:24][CH2:23][CH2:22]2)=[CH:17][CH:16]=1.[OH-].[Na+].